Dataset: Catalyst prediction with 721,799 reactions and 888 catalyst types from USPTO. Task: Predict which catalyst facilitates the given reaction. (1) Reactant: C([O:8][C:9]1[CH:10]=[C:11]2[C:15](=[CH:16][CH:17]=1)[N:14]([CH2:18][C:19]1[CH:24]=[CH:23][C:22]([O:25][CH2:26][CH2:27][N:28]3[CH2:34][CH2:33][CH2:32][CH2:31][CH2:30][CH2:29]3)=[CH:21][CH:20]=1)[C:13]([C:35]1[CH:40]=[CH:39][C:38]([O:41]CC3C=CC=CC=3)=[CH:37][CH:36]=1)=[C:12]2[CH3:49])C1C=CC=CC=1. Product: [N:28]1([CH2:27][CH2:26][O:25][C:22]2[CH:21]=[CH:20][C:19]([CH2:18][N:14]3[C:15]4[C:11](=[CH:10][C:9]([OH:8])=[CH:17][CH:16]=4)[C:12]([CH3:49])=[C:13]3[C:35]3[CH:36]=[CH:37][C:38]([OH:41])=[CH:39][CH:40]=3)=[CH:24][CH:23]=2)[CH2:34][CH2:33][CH2:32][CH2:31][CH2:30][CH2:29]1. The catalyst class is: 242. (2) Reactant: I[C:2]1[CH:7]=[N:6][CH:5]=[CH:4][N:3]=1.[Li]CCCC.[CH:13](=[O:18])[CH2:14][CH:15]([CH3:17])[CH3:16].[NH4+].[Cl-]. Product: [CH3:16][CH:15]([CH3:17])[CH2:14][CH:13]([C:2]1[CH:7]=[N:6][CH:5]=[CH:4][N:3]=1)[OH:18]. The catalyst class is: 27. (3) Reactant: [CH3:1][O:2][C:3]([CH:5]1[CH2:10][CH2:9][CH2:8][C:7]2([CH2:15][CH2:14][CH2:13][CH2:12][CH2:11]2)[C:6]1=[O:16])=[O:4].[BH4-].[Na+].Cl. Product: [CH3:1][O:2][C:3]([C@@H:5]1[CH2:10][CH2:9][CH2:8][C:7]2([CH2:11][CH2:12][CH2:13][CH2:14][CH2:15]2)[C@H:6]1[OH:16])=[O:4]. The catalyst class is: 430. (4) Reactant: [Si]([O:8][C@H:9]1[CH2:12][N:11]([C:13]2[CH:18]=[N:17][CH:16]=[C:15](Cl)[N:14]=2)[C@@H:10]1[C:20]([NH:22][CH2:23][C:24]([F:27])([F:26])[F:25])=[O:21])(C(C)(C)C)(C)C.[Cl:28][C:29]1[CH:30]=[C:31]2[C:37](B3OC(C)(C)C(C)(C)O3)=[CH:36][N:35](S(C3C=CC(C)=CC=3)(=O)=O)[C:32]2=[N:33][CH:34]=1.C([O-])([O-])=O.[Na+].[Na+].N#N. Product: [Cl:28][C:29]1[CH:30]=[C:31]2[C:37]([C:15]3[N:14]=[C:13]([N:11]4[CH2:12][C@H:9]([OH:8])[C@H:10]4[C:20]([NH:22][CH2:23][C:24]([F:25])([F:26])[F:27])=[O:21])[CH:18]=[N:17][CH:16]=3)=[CH:36][NH:35][C:32]2=[N:33][CH:34]=1. The catalyst class is: 294. (5) Reactant: N[C@H](C=O)CCSC.[OH:9][C:10]1[CH:15]=[CH:14][C:13]([CH:16]=[CH:17][C:18]([C:20]2[CH:25]=[CH:24][CH:23]=[CH:22][CH:21]=2)=[O:19])=[CH:12][CH:11]=1.OC1C=CC(C=O)=CC=1.C(C1C=CC=CC=1)(=O)C.[OH-].[K+].C(NCC)C.[N+:51]([CH3:54])([O-:53])=[O:52]. The catalyst class is: 8. Product: [OH:9][C:10]1[CH:11]=[CH:12][C:13]([CH:16]([CH2:54][N+:51]([O-:53])=[O:52])[CH2:17][C:18]([C:20]2[CH:21]=[CH:22][CH:23]=[CH:24][CH:25]=2)=[O:19])=[CH:14][CH:15]=1. (6) Reactant: [CH:1]([C:3]1[CH:4]=[C:5]([N:9]2[CH:13]=[C:12]([CH2:14][OH:15])[N:11]=[CH:10]2)[CH:6]=[CH:7][CH:8]=1)=[CH2:2].[CH2:16]([Zn]CC)C.ICI. Product: [CH:1]1([C:3]2[CH:4]=[C:5]([N:9]3[CH:13]=[C:12]([CH2:14][OH:15])[N:11]=[CH:10]3)[CH:6]=[CH:7][CH:8]=2)[CH2:16][CH2:2]1. The catalyst class is: 345. (7) Reactant: Br[C:2]1[S:3][CH:4]=[C:5]([C:7]2[CH:12]=[CH:11][C:10]([F:13])=[CH:9][CH:8]=2)[N:6]=1.[N:14]1([C:20]([O:22][C:23]([CH3:26])([CH3:25])[CH3:24])=[O:21])[CH2:19][CH2:18][NH:17][CH2:16][CH2:15]1.C(=O)([O-])[O-].[K+].[K+].O. Product: [F:13][C:10]1[CH:11]=[CH:12][C:7]([C:5]2[N:6]=[C:2]([N:17]3[CH2:16][CH2:15][N:14]([C:20]([O:22][C:23]([CH3:26])([CH3:25])[CH3:24])=[O:21])[CH2:19][CH2:18]3)[S:3][CH:4]=2)=[CH:8][CH:9]=1. The catalyst class is: 9. (8) Reactant: [CH3:1][N:2]1[CH:6]=[CH:5][CH:4]=[C:3]1[CH:7]=[O:8].II.[Br:11]Br. Product: [Br:11][C:5]1[CH:4]=[C:3]([CH:7]=[O:8])[N:2]([CH3:1])[CH:6]=1. The catalyst class is: 22.